Dataset: Experimentally validated miRNA-target interactions with 360,000+ pairs, plus equal number of negative samples. Task: Binary Classification. Given a miRNA mature sequence and a target amino acid sequence, predict their likelihood of interaction. (1) The miRNA is hsa-miR-30a-5p with sequence UGUAAACAUCCUCGACUGGAAG. The protein sequence of the target gene is MANSGCKDVTGPDEESFLYFAYGSNLLTERIHLRNPSAAFFCVARLQDFKLDFGNSQGKTSQTWHGGIATIFQSPGDEVWGVVWKMNKSNLNSLDEQEGVKSGMYVVIEVKVATQEGKEITCRSYLMTNYESAPPSPQYKKIICMGAKENGLPLEYQEKLKAIEPNDYTGKVSEEIEDIIKKGETQTL. Result: 1 (interaction). (2) The miRNA is hsa-miR-1202 with sequence GUGCCAGCUGCAGUGGGGGAG. The protein sequence of the target gene is MSVDEKPGSPMYVYESTVHCANILLGLNDQRKKDILCDVTLIVERKEFRAHRAVLAACSEYFWQALVGQTKDDLVVSLPEEVTARGFGPLLQFAYTAKLLLSRENIREVIRCAEFLRMHNLEDSCFSFLQTQLLNREDGLFVCRKDSACQRPQEDHGNSAGEEEEEEETMDSETARMACATDQMLPDPISFEATAIPVAEKEEALLPESEVPTDTKENSEKGALTQYPRYKKYQLACTKNVYSAPSHGTSGFASTFSEDSPGNSLKPGLPMGQIKSEPPSEETEEESITLCLSGDETDIK.... Result: 0 (no interaction). (3) The miRNA is mmu-miR-3080-3p with sequence UCCUCGGGCAAAGCGCUUGACA. The protein sequence of the target gene is MDSLLMKQKKFLYHFKNVRWAKGRHETYLCYVVKRRDSATSCSLDFGHLRNKSGCHVELLFLRYISDWDLDPGRCYRVTWFTSWSPCYDCARHVAEFLRWNPNLSLRIFTARLYFCEDRKAEPEGLRRLHRAGVQIGIMTFKDYFYCWNTFVENRERTFKAWEGLHENSVRLTRQLRRILLPLYEVDDLRDAFRMLGF. Result: 0 (no interaction). (4) Result: 1 (interaction). The protein sequence of the target gene is MKLVRKNIEKDNAGQVTLVPEEPEDMWHTYNLVQVGDSLRASTIRKVQTESSTGSVGSNRVRTTLTLCVEAIDFDSQACQLRVKGTNIQENEYVKMGAYHTIELEPNRQFTLAKKQWDSVVLERIEQACDPAWSADVAAVVMQEGLAHICLVTPSMTLTRAKVEVNIPRKRKGNCSQHDRALERFYEQVVQAIQRHIHFDVVKCILVASPGFVREQFCDYLFQQAVKTDNKLLLENRSKFLQVHASSGHKYSLKEALCDPTVASRLSDTKAAGEVKALDDFYKMLQHEPDRAFYGLKQVE.... The miRNA is hsa-miR-4659b-3p with sequence UUUCUUCUUAGACAUGGCAGCU. (5) The miRNA is hsa-miR-6088 with sequence AGAGAUGAAGCGGGGGGGCG. The protein sequence of the target gene is MAATAVAAAVAGTESAQGPPGPAASLELWLNKATDPSMSEQDWSAIQNFCEQVNTDPNGPTHAPWLLAHKIQSPQEKEALYALTVLEMCMNHCGEKFHSEVAKFRFLNELIKVLSPKYLGSWATGKVKGRVIEILFSWTVWFPEDIKIRDAYQMLKKQGIIKQDPKLPVDKILPPPSPWPKSSIFDADEEKSKLLTRLLKSNHPEDLQAANRLIKNLVKEEQEKSEKVSKRVSAVEEVRSHVKVLQEMLSMYRRPGQAPPDQEALQVVYERCEKLRPTLFRLASDTTDDDDALAEILQAN.... Result: 1 (interaction). (6) The miRNA is hsa-miR-4724-5p with sequence AACUGAACCAGGAGUGAGCUUCG. The protein sequence of the target gene is MGRKDAATIKLPVDQYRKQIGKQDYKKTKPILRATKLKAEAKKTAIGIKEVGLVLAAILALLLAFYAFFYLRLTTDVDPDLDQDED. Result: 1 (interaction). (7) The miRNA is hsa-miR-1260b with sequence AUCCCACCACUGCCACCAU. The protein sequence of the target gene is MGGCTVKPQLLLLALVLHPWNPCLGADSEKPSSIPTDKLLVITVATKESDGFHRFMQSAKYFNYTVKVLGQGEEWRGGDGINSIGGGQKVRLMKEVMEHYADQDDLVVMFTECFDVIFAGGPEEVLKKFQKANHKVVFAADGILWPDKRLADKYPVVHIGKRYLNSGGFIGYAPYVNRIVQQWNLQDNDDDQLFYTKVYIDPLKREAINITLDHKCKIFQTLNGAVDEVVLKFENGKARAKNTFYETLPVAINGNGPTKILLNYFGNYVPNSWTQDNGCTLCEFDTVDLSAVDVHPNVSI.... Result: 1 (interaction). (8) The miRNA is hsa-miR-4268 with sequence GGCUCCUCCUCUCAGGAUGUG. The protein sequence of the target gene is MAEEVSTLMKATVLMRQPGRVQEIVGALRKGGGDRLQVISDFDMTLSRFAYNGKRCPSSYNILDNSKIISEECRKELTALLHHYYPIEIDPHRTVKEKLPHMVEWWTKAHNLLCQQKIQKFQIAQVVRESNAMLREGYKTFFNTLYHNNIPLFIFSAGIGDILEEIIRQMKVFHPNIHIVSNYMDFNEDGFLQGFKGQLIHTYNKNSSACENSGYFQQLEGKTNVILLGDSIGDLTMADGVPGVQNILKIGFLNDKVEERRERYMDSYDIVLEKDETLDVVNGLLQHILCQGVQLEMQGP.... Result: 0 (no interaction).